This data is from Full USPTO retrosynthesis dataset with 1.9M reactions from patents (1976-2016). The task is: Predict the reactants needed to synthesize the given product. The reactants are: [F:1][C:2]1[CH:7]=[C:6]([O:8][CH3:9])[CH:5]=[C:4]([F:10])[C:3]=1[CH:11]([O:15][CH2:16][CH3:17])[C:12]([OH:14])=O.[NH2:18][CH2:19][C:20]1[CH:27]=[CH:26][C:23]([C:24]#[N:25])=[CH:22][C:21]=1[O:28][C:29]1[CH:34]=[CH:33][CH:32]=[CH:31][CH:30]=1. Given the product [C:24]([C:23]1[CH:26]=[CH:27][C:20]([CH2:19][NH:18][C:12](=[O:14])[CH:11]([C:3]2[C:4]([F:10])=[CH:5][C:6]([O:8][CH3:9])=[CH:7][C:2]=2[F:1])[O:15][CH2:16][CH3:17])=[C:21]([O:28][C:29]2[CH:34]=[CH:33][CH:32]=[CH:31][CH:30]=2)[CH:22]=1)#[N:25], predict the reactants needed to synthesize it.